Task: Predict the product of the given reaction.. Dataset: Forward reaction prediction with 1.9M reactions from USPTO patents (1976-2016) (1) Given the reactants F[C:2]1[CH:7]=[C:6]([Br:8])[CH:5]=[CH:4][C:3]=1[N+:9]([O-:11])=[O:10].[CH3:12][O-:13].[Na+], predict the reaction product. The product is: [Br:8][C:6]1[CH:5]=[CH:4][C:3]([N+:9]([O-:11])=[O:10])=[C:2]([O:13][CH3:12])[CH:7]=1. (2) Given the reactants [Cl:1][C:2]1[CH:19]=[CH:18][C:5]2[NH:6][C:7]([C:9]3[CH:17]=[CH:16][C:12]([C:13](O)=[O:14])=[CH:11][CH:10]=3)=[N:8][C:4]=2[CH:3]=1.C(Cl)(=O)C([Cl:23])=O, predict the reaction product. The product is: [Cl:1][C:2]1[CH:19]=[CH:18][C:5]2[NH:6][C:7]([C:9]3[CH:17]=[CH:16][C:12]([C:13]([Cl:23])=[O:14])=[CH:11][CH:10]=3)=[N:8][C:4]=2[CH:3]=1.